From a dataset of Forward reaction prediction with 1.9M reactions from USPTO patents (1976-2016). Predict the product of the given reaction. (1) The product is: [C:5]1(=[O:53])[C:13]2[C:8](=[CH:9][CH:10]=[CH:11][CH:12]=2)[C:7](=[O:14])[N:6]1[C:15]1[C:16]2[CH:23]=[CH:22][N:21]([C@H:24]3[C@:28]([C:30]#[CH:31])([OH:29])[C@H:27]([OH:32])[C@@H:26]([CH2:42][OH:43])[O:25]3)[C:17]=2[N:18]=[CH:19][N:20]=1. Given the reactants B(Cl)(Cl)Cl.[C:5]1(=[O:53])[C:13]2[C:8](=[CH:9][CH:10]=[CH:11][CH:12]=2)[C:7](=[O:14])[N:6]1[C:15]1[C:16]2[CH:23]=[CH:22][N:21]([C@H:24]3[C@:28]([C:30]#[CH:31])([OH:29])[C@H:27]([O:32]CC4C=CC(Cl)=CC=4Cl)[C@@H:26]([CH2:42][O:43]CC4C=CC(Cl)=CC=4Cl)[O:25]3)[C:17]=2[N:18]=[CH:19][N:20]=1.N#N.C(OC(=O)C)(C)C, predict the reaction product. (2) Given the reactants [Cl:1][C:2]1[N:7]=[C:6]([C:8]([C:10]2[C:11](F)=[N:12][CH:13]=[CH:14][CH:15]=2)=[O:9])[C:5]([C:17]([F:20])([F:19])[F:18])=[CH:4][CH:3]=1.[OH-].[NH4+:22], predict the reaction product. The product is: [NH2:22][C:11]1[C:10]([C:8]([C:6]2[C:5]([C:17]([F:20])([F:19])[F:18])=[CH:4][CH:3]=[C:2]([Cl:1])[N:7]=2)=[O:9])=[CH:15][CH:14]=[CH:13][N:12]=1. (3) Given the reactants [F:1][C:2]1[CH:3]=[C:4]2[C:9](=[CH:10][CH:11]=1)[CH2:8][N:7]([CH2:12][CH2:13][CH2:14][NH2:15])[CH:6]([CH2:16][C:17]1[CH:22]=[CH:21][C:20]([F:23])=[CH:19][CH:18]=1)[CH2:5]2.[CH2:24]([C:26]1[CH:27]=[C:28]([N:32]=[C:33]=[O:34])[CH:29]=[CH:30][CH:31]=1)[CH3:25], predict the reaction product. The product is: [CH2:24]([C:26]1[CH:27]=[C:28]([NH:32][C:33]([NH:15][CH2:14][CH2:13][CH2:12][N:7]2[CH:6]([CH2:16][C:17]3[CH:18]=[CH:19][C:20]([F:23])=[CH:21][CH:22]=3)[CH2:5][C:4]3[C:9](=[CH:10][CH:11]=[C:2]([F:1])[CH:3]=3)[CH2:8]2)=[O:34])[CH:29]=[CH:30][CH:31]=1)[CH3:25]. (4) Given the reactants O.[CH3:2][C:3]([O:8]/[N:9]=[C:10](\[C:17]([NH:19][C@@H:20]1[C:23](=[O:24])[N:22]2[C:25]([C:44]([OH:46])=[O:45])=[C:26]([CH2:29][N+:30]3[N:34]([CH3:35])[C:33]([NH2:36])=[C:32]([NH:37][C:38]([NH:40][CH2:41][CH2:42][NH2:43])=[O:39])[CH:31]=3)[CH2:27][S:28][C@H:21]12)=[O:18])/[C:11]1[N:12]=[C:13]([NH2:16])[S:14][N:15]=1)([C:5]([O-:7])=[O:6])[CH3:4].[S:47](=[O:51])(=[O:50])([OH:49])[OH:48], predict the reaction product. The product is: [CH3:4][C:3]([O:8]/[N:9]=[C:10](\[C:17]([NH:19][C@@H:20]1[C:23](=[O:24])[N:22]2[C:25]([C:44]([OH:46])=[O:45])=[C:26]([CH2:29][N+:30]3[N:34]([CH3:35])[C:33]([NH2:36])=[C:32]([NH:37][C:38]([NH:40][CH2:41][CH2:42][NH2:43])=[O:39])[CH:31]=3)[CH2:27][S:28][C@H:21]12)=[O:18])/[C:11]1[N:12]=[C:13]([NH2:16])[S:14][N:15]=1)([C:5]([O-:7])=[O:6])[CH3:2].[OH:50][S:47]([OH:51])(=[O:49])=[O:48]. (5) Given the reactants C(O)=O.Cl[S:5]([N:8]=C=O)(=[O:7])=[O:6].[NH2:11][C:12]1[N:13]=[C:14]([Cl:37])[C:15]2[C:20]([C:21]#[C:22][CH2:23][CH2:24][OH:25])=[CH:19][N:18]([CH2:26][C:27]3[C:32]([CH3:33])=[C:31]([O:34][CH3:35])[C:30]([CH3:36])=[CH:29][N:28]=3)[C:16]=2[N:17]=1, predict the reaction product. The product is: [S:5](=[O:6])(=[O:7])([O:25][CH2:24][CH2:23][C:22]#[C:21][C:20]1[C:15]2[C:14]([Cl:37])=[N:13][C:12]([NH2:11])=[N:17][C:16]=2[N:18]([CH2:26][C:27]2[C:32]([CH3:33])=[C:31]([O:34][CH3:35])[C:30]([CH3:36])=[CH:29][N:28]=2)[CH:19]=1)[NH2:8]. (6) Given the reactants Br[C:2]1[C:7]2[N:8]3[C:21]4[CH:20]=[CH:19][CH:18]=[CH:17][C:16]=4[C:15]([C:28]4[CH:33]=[CH:32][CH:31]=[CH:30][CH:29]=4)([C:22]4[CH:27]=[CH:26][CH:25]=[CH:24][CH:23]=4)[C:14]4[C:9]3=[C:10]([CH:11]=[CH:12][CH:13]=4)[C:6]=2[CH:5]=[CH:4][CH:3]=1.C([Li])CCC.[B:39]([O:44]C)(OC)[O:40]C, predict the reaction product. The product is: [C:28]1([C:15]2([C:22]3[CH:27]=[CH:26][CH:25]=[CH:24][CH:23]=3)[C:14]3[C:9]4=[C:10]([C:6]5[CH:5]=[CH:4][CH:3]=[CH:2][C:7]=5[N:8]4[C:21]4[CH:20]=[CH:19][CH:18]=[CH:17][C:16]2=4)[CH:11]=[C:12]([B:39]([OH:44])[OH:40])[CH:13]=3)[CH:29]=[CH:30][CH:31]=[CH:32][CH:33]=1.